This data is from Forward reaction prediction with 1.9M reactions from USPTO patents (1976-2016). The task is: Predict the product of the given reaction. (1) Given the reactants [Cl:1][C:2]1[C:7]([CH3:8])=[C:6]([CH:9]=O)[CH:5]=[CH:4][N:3]=1.[CH:11]1([NH2:14])[CH2:13][CH2:12]1.[BH4-].[Na+].[OH-].[Na+], predict the reaction product. The product is: [Cl:1][C:2]1[C:7]([CH3:8])=[C:6]([CH2:9][NH:14][CH:11]2[CH2:13][CH2:12]2)[CH:5]=[CH:4][N:3]=1. (2) Given the reactants Cl[C:2]1[C:11]2[C:6](=[CH:7][CH:8]=[C:9]([I:12])[CH:10]=2)[N:5]=[CH:4][C:3]=1[C:13]#[N:14].[O-:15][CH2:16][CH3:17].[Na+], predict the reaction product. The product is: [CH2:16]([O:15][C:2]1[C:11]2[C:6](=[CH:7][CH:8]=[C:9]([I:12])[CH:10]=2)[N:5]=[CH:4][C:3]=1[C:13]#[N:14])[CH3:17]. (3) Given the reactants [CH2:1]([NH:8][CH2:9][C:10]1[CH:15]=[CH:14][CH:13]=[CH:12][CH:11]=1)[C:2]1[CH:7]=[CH:6][CH:5]=[CH:4][CH:3]=1.[Br:16]CC(=O)C(OCC)=O, predict the reaction product. The product is: [BrH:16].[CH2:9]([NH:8][CH2:1][C:2]1[CH:7]=[CH:6][CH:5]=[CH:4][CH:3]=1)[C:10]1[CH:15]=[CH:14][CH:13]=[CH:12][CH:11]=1. (4) Given the reactants [CH:1]1[CH:6]=[C:5]2[C:7]([CH2:10][C@@:11]([OH:21])([C:18]([OH:20])=[O:19])C[C@H](N)C(O)=O)=[CH:8][NH:9][C:4]2=[CH:3][CH:2]=1.P([O-])([O-])([O-])=O.[K+].[K+].[K+].CC1C(O)=C(C=O)C(COP(O)(O)=O)=CN=1.[Mg+2].[Cl-].[Cl-], predict the reaction product. The product is: [NH:9]1[C:4]2[C:5](=[CH:6][CH:1]=[CH:2][CH:3]=2)[C:7]([CH2:10][C:11](=[O:21])[C:18]([O-:20])=[O:19])=[CH:8]1.[C:18]([O-:20])(=[O:19])[C:11]([CH3:10])=[O:21]. (5) Given the reactants [CH:1]1([C:4]2[C:5]([C:13](OC(C)(C)C)=[O:14])=[CH:6][C:7]3[N:8]([CH:10]=[N:11][N:12]=3)[CH:9]=2)[CH2:3][CH2:2]1.FC(F)(F)S(O)(=O)=O.C(C1NC=CN=1)(C1NC=CN=1)=O.[BH4-].[Na+].Cl.[OH-].[Na+], predict the reaction product. The product is: [CH:1]1([C:4]2[C:5]([CH2:13][OH:14])=[CH:6][C:7]3[N:8]([CH:10]=[N:11][N:12]=3)[CH:9]=2)[CH2:3][CH2:2]1. (6) Given the reactants [Br:1][C:2]1[CH:3]=[CH:4][C:5]([Cl:11])=[C:6]([CH:10]=1)[C:7](O)=[O:8].S(Cl)([Cl:14])=O.C1(C)C=CC=CC=1, predict the reaction product. The product is: [Br:1][C:2]1[CH:3]=[CH:4][C:5]([Cl:11])=[C:6]([CH:10]=1)[C:7]([Cl:14])=[O:8]. (7) Given the reactants [Cl:1][C:2]1[CH:10]=[CH:9][C:5]([C:6](Cl)=[O:7])=[CH:4][CH:3]=1.[CH3:11][NH:12][C@@H:13]([CH2:22][CH2:23][CH3:24])[CH2:14][N:15]1[CH2:20][CH2:19][CH:18]([OH:21])[CH2:17][CH2:16]1, predict the reaction product. The product is: [Cl:1][C:2]1[CH:10]=[CH:9][C:5]([C:6]([N:12]([C@@H:13]([CH2:22][CH2:23][CH3:24])[CH2:14][N:15]2[CH2:16][CH2:17][CH:18]([OH:21])[CH2:19][CH2:20]2)[CH3:11])=[O:7])=[CH:4][CH:3]=1. (8) Given the reactants C1(P(C2C=CC=CC=2)C2C=CC=CC=2)C=CC=CC=1.[Br:20]N1C(=O)CCC1=O.O[C:29]1[CH:34]=[CH:33][N:32]=[C:31]([S:35][CH2:36][C:37]([O:39][CH2:40][CH3:41])=[O:38])[N:30]=1.O, predict the reaction product. The product is: [Br:20][C:29]1[CH:34]=[CH:33][N:32]=[C:31]([S:35][CH2:36][C:37]([O:39][CH2:40][CH3:41])=[O:38])[N:30]=1.